From a dataset of Full USPTO retrosynthesis dataset with 1.9M reactions from patents (1976-2016). Predict the reactants needed to synthesize the given product. (1) The reactants are: [CH2:1]([C:5]1([CH2:38][CH2:39][CH2:40][CH3:41])[CH2:11][N:10]([C:12]2[CH:28]=[CH:27][C:15]([O:16][CH2:17][CH2:18][O:19][CH2:20][CH2:21][O:22][CH2:23][CH2:24][O:25][I:26])=[CH:14][CH:13]=2)[C:9]2[CH:29]=[C:30]([N:33]([CH3:35])[CH3:34])[CH:31]=[CH:32][C:8]=2[S:7](=[O:37])(=[O:36])[CH2:6]1)[CH2:2][CH2:3][CH3:4].[CH3:42][CH2:43][N:44]([CH2:47][CH3:48])[CH2:45][CH3:46]. Given the product [I-:26].[CH2:1]([C:5]1([CH2:38][CH2:39][CH2:40][CH3:41])[CH2:11][N:10]([C:12]2[CH:28]=[CH:27][C:15]([O:16][CH2:17][CH2:18][O:19][CH2:20][CH2:21][O:22][CH2:23][CH2:24][O:25][N+:44]([CH2:47][CH3:48])([CH2:45][CH3:46])[CH2:43][CH3:42])=[CH:14][CH:13]=2)[C:9]2[CH:29]=[C:30]([N:33]([CH3:35])[CH3:34])[CH:31]=[CH:32][C:8]=2[S:7](=[O:37])(=[O:36])[CH2:6]1)[CH2:2][CH2:3][CH3:4], predict the reactants needed to synthesize it. (2) Given the product [N:1]1([CH2:5][C:6]2[N:10]([CH3:11])[N:9]=[C:8]([NH2:13])[CH:7]=2)[CH2:4][CH2:3][CH2:2]1, predict the reactants needed to synthesize it. The reactants are: [N:1]1([CH2:5][C:6]2[N:10]([CH2:11]C)[N:9]=[C:8]([N+:13]([O-])=O)[CH:7]=2)[CH2:4][CH2:3][CH2:2]1. (3) Given the product [Cl:1][C:2]1[CH:16]=[CH:15][C:5]([O:6][C:7]2[CH:12]=[CH:11][C:10]([CH2:13][O:14][C:22]3[CH:23]=[C:24]4[N:31]([CH:32]5[CH2:34][CH2:33]5)[CH2:30][CH2:29][N:25]4[C:26](=[O:28])[N:27]=3)=[CH:9][CH:8]=2)=[CH:4][C:3]=1[C:17]([F:18])([F:19])[F:20], predict the reactants needed to synthesize it. The reactants are: [Cl:1][C:2]1[CH:16]=[CH:15][C:5]([O:6][C:7]2[CH:12]=[CH:11][C:10]([CH2:13][OH:14])=[CH:9][CH:8]=2)=[CH:4][C:3]=1[C:17]([F:20])([F:19])[F:18].Cl[C:22]1[CH:23]=[C:24]2[N:31]([CH:32]3[CH2:34][CH2:33]3)[CH2:30][CH2:29][N:25]2[C:26](=[O:28])[N:27]=1. (4) Given the product [CH3:11][O:12][C:13]1[CH:14]=[CH:15][C:16]([C:19]2[CH:24]=[C:23]([CH3:25])[C:22]([CH:26]([CH3:32])[C:27]([O:29][CH3:30])=[O:28])=[CH:21][C:20]=2[CH3:31])=[CH:17][CH:18]=1, predict the reactants needed to synthesize it. The reactants are: C[Si]([N-][Si](C)(C)C)(C)C.[Li+].[CH3:11][O:12][C:13]1[CH:18]=[CH:17][C:16]([C:19]2[CH:24]=[C:23]([CH3:25])[C:22]([CH2:26][C:27]([O:29][CH3:30])=[O:28])=[CH:21][C:20]=2[CH3:31])=[CH:15][CH:14]=1.[CH3:32]I.[Cl-].[NH4+].